This data is from Forward reaction prediction with 1.9M reactions from USPTO patents (1976-2016). The task is: Predict the product of the given reaction. (1) Given the reactants [H-].[Na+].[OH:3]/[N:4]=[C:5](/[C:12]1[CH:17]=[CH:16][CH:15]=[CH:14][CH:13]=1)\[CH2:6][CH2:7][C:8]([O:10]C)=[O:9].Cl[CH2:19][C:20]1[CH:39]=[CH:38][C:23]([O:24][CH2:25][C:26]2[N:27]=[C:28]([C:32]3[CH:37]=[CH:36][CH:35]=[CH:34][CH:33]=3)[O:29][C:30]=2[CH3:31])=[CH:22][CH:21]=1.Cl.C(=O)(O)[O-].[Na+], predict the reaction product. The product is: [CH3:31][C:30]1[O:29][C:28]([C:32]2[CH:33]=[CH:34][CH:35]=[CH:36][CH:37]=2)=[N:27][C:26]=1[CH2:25][O:24][C:23]1[CH:22]=[CH:21][C:20]([CH2:19][O:3]/[N:4]=[C:5](/[C:12]2[CH:17]=[CH:16][CH:15]=[CH:14][CH:13]=2)\[CH2:6][CH2:7][C:8]([OH:10])=[O:9])=[CH:39][CH:38]=1. (2) Given the reactants [C:1]([CH2:3][C:4]1[CH:13]=[CH:12][C:7]([C:8]([O:10]C)=[O:9])=[CH:6][C:5]=1[O:14][CH2:15]C)#[N:2].O.[OH-].[Li+].Cl, predict the reaction product. The product is: [C:1]([CH2:3][C:4]1[CH:13]=[CH:12][C:7]([C:8]([OH:10])=[O:9])=[CH:6][C:5]=1[O:14][CH3:15])#[N:2]. (3) The product is: [C:1]([NH:5][C:6]1[CH:27]=[C:26]([S:28]([CH3:31])(=[O:30])=[O:29])[CH:25]=[CH:24][C:7]=1[C:8]([NH:10][C:11]1[CH:16]=[CH:15][C:14]([Cl:17])=[C:13]([C:18]2[CH:23]=[CH:22][CH:21]=[CH:20][N:19]=2)[CH:12]=1)=[O:9])(=[O:3])[CH3:2]. Given the reactants [C:1](Cl)(=[O:3])[CH3:2].[NH2:5][C:6]1[CH:27]=[C:26]([S:28]([CH3:31])(=[O:30])=[O:29])[CH:25]=[CH:24][C:7]=1[C:8]([NH:10][C:11]1[CH:16]=[CH:15][C:14]([Cl:17])=[C:13]([C:18]2[CH:23]=[CH:22][CH:21]=[CH:20][N:19]=2)[CH:12]=1)=[O:9], predict the reaction product. (4) The product is: [CH:29]1([C@H:12]2[C@H:11]([CH3:32])[C@@H:10]([NH:9][C:2]3[CH:7]=[N:6][C:5]([CH3:8])=[CH:4][N:3]=3)[C:19]3[C:14](=[CH:15][CH:16]=[C:17]([C:20]4[CH2:21][CH2:22][O:23][CH2:24][CH:25]=4)[CH:18]=3)[N:13]2[C:26](=[O:28])[CH3:27])[CH2:31][CH2:30]1. Given the reactants Cl[C:2]1[CH:7]=[N:6][C:5]([CH3:8])=[CH:4][N:3]=1.[NH2:9][C@H:10]1[C:19]2[C:14](=[CH:15][CH:16]=[C:17]([C:20]3[CH2:21][CH2:22][O:23][CH2:24][CH:25]=3)[CH:18]=2)[N:13]([C:26](=[O:28])[CH3:27])[C@@H:12]([CH:29]2[CH2:31][CH2:30]2)[C@@H:11]1[CH3:32].CC(C)([O-])C.[Na+].CN(C1C(C2C(P(C3CCCCC3)C3CCCCC3)=CC=CC=2)=CC=CC=1)C, predict the reaction product. (5) Given the reactants [C:1]([BH3-])#[N:2].[Na+].C=O.N1C=CC(CN[C:15]2[CH:33]=[CH:32][CH:31]=[CH:30][C:16]=2[C:17]([NH:19][C:20]2[CH:25]=[CH:24][CH:23]=[C:22]([C:26]([F:29])([F:28])[F:27])[CH:21]=2)=[O:18])=CC=1.F[C:35](F)(F)[C:36](O)=O, predict the reaction product. The product is: [N:19]1[CH:20]=[CH:21][C:36]([CH2:35][C:15]2[C:33]([NH:2][CH3:1])=[CH:32][CH:31]=[CH:30][C:16]=2[C:17]([NH:19][C:20]2[CH:25]=[CH:24][CH:23]=[C:22]([C:26]([F:29])([F:28])[F:27])[CH:21]=2)=[O:18])=[CH:16][CH:17]=1.